Dataset: Catalyst prediction with 721,799 reactions and 888 catalyst types from USPTO. Task: Predict which catalyst facilitates the given reaction. (1) Reactant: [CH3:1][C:2]1[S:6][C:5]([CH2:7][CH2:8][NH2:9])=[CH:4][CH:3]=1.[CH:10](=O)[C:11]1[CH:16]=[CH:15][CH:14]=[CH:13][CH:12]=1.O.CC(=O)OCC.CCCCCC. Product: [CH3:1][C:2]1[S:6][C:5]2[CH2:7][CH2:8][NH:9][CH:10]([C:11]3[CH:16]=[CH:15][CH:14]=[CH:13][CH:12]=3)[C:4]=2[CH:3]=1. The catalyst class is: 11. (2) Reactant: [C:1]([C:5]1[CH:10]=[CH:9][C:8]([CH:11]2[CH2:13][CH:12]2[C:14]([NH:16][NH2:17])=[O:15])=[CH:7][CH:6]=1)([CH3:4])([CH3:3])[CH3:2].[CH:18]1[C:27]2[C:22](=[C:23]([C:28](=O)[CH3:29])[CH:24]=[CH:25][CH:26]=2)[CH:21]=[CH:20][N:19]=1. Product: [C:1]([C:5]1[CH:10]=[CH:9][C:8]([CH:11]2[CH2:13][CH:12]2[C:14]([NH:16]/[N:17]=[C:28](/[C:23]2[CH:24]=[CH:25][CH:26]=[C:27]3[C:22]=2[CH:21]=[CH:20][N:19]=[CH:18]3)\[CH3:29])=[O:15])=[CH:7][CH:6]=1)([CH3:4])([CH3:2])[CH3:3]. The catalyst class is: 325.